Dataset: Catalyst prediction with 721,799 reactions and 888 catalyst types from USPTO. Task: Predict which catalyst facilitates the given reaction. (1) Reactant: [CH2:1]([N:3]([CH2:23][CH3:24])[C:4]1[CH:22]=[CH:21][C:7]([CH:8]=[N:9][NH:10][C:11](=[O:20])[C:12]2[CH:17]=[CH:16][C:15]([O:18][CH3:19])=[CH:14][CH:13]=2)=[CH:6][CH:5]=1)[CH3:2].Br[CH2:26][C:27]1[CH:32]=[CH:31][C:30]([CH3:33])=[CH:29][CH:28]=1.C([O-])([O-])=O.[K+].[K+]. Product: [CH2:23]([N:3]([CH2:1][CH3:2])[C:4]1[CH:5]=[CH:6][C:7]([CH:8]=[N:9][N:10]([CH2:26][C:27]2[CH:32]=[CH:31][C:30]([CH3:33])=[CH:29][CH:28]=2)[C:11](=[O:20])[C:12]2[CH:17]=[CH:16][C:15]([O:18][CH3:19])=[CH:14][CH:13]=2)=[CH:21][CH:22]=1)[CH3:24]. The catalyst class is: 18. (2) Reactant: F[C:2]1[N:7]=[CH:6][C:5]([C@H:8]([N:10]2[CH2:15][CH2:14][N:13]([C:16]([O:18][C:19]([CH3:22])([CH3:21])[CH3:20])=[O:17])[CH2:12][CH2:11]2)[CH3:9])=[CH:4][C:3]=1[C:23]1[N:31]=[C:30]([CH3:32])[N:29]=[C:28]2[C:24]=1[N:25]=[CH:26][N:27]2[CH:33]1[CH2:38][CH2:37][CH2:36][CH2:35][O:34]1.[F:39][C:40]1[CH:41]=[C:42]([NH2:48])[CH:43]=[N:44][C:45]=1[O:46][CH3:47].C[Si]([N-][Si](C)(C)C)(C)C.[Na+]. Product: [F:39][C:40]1[CH:41]=[C:42]([NH:48][C:2]2[N:7]=[CH:6][C:5]([C@H:8]([N:10]3[CH2:11][CH2:12][N:13]([C:16]([O:18][C:19]([CH3:20])([CH3:22])[CH3:21])=[O:17])[CH2:14][CH2:15]3)[CH3:9])=[CH:4][C:3]=2[C:23]2[N:31]=[C:30]([CH3:32])[N:29]=[C:28]3[C:24]=2[N:25]=[CH:26][N:27]3[CH:33]2[CH2:38][CH2:37][CH2:36][CH2:35][O:34]2)[CH:43]=[N:44][C:45]=1[O:46][CH3:47]. The catalyst class is: 1. (3) Reactant: CO[N:3]=[C:4]1[C:13]2[C:8](=[CH:9][CH:10]=[CH:11][CH:12]=2)[O:7][CH:6]([CH:14]2[CH2:17][CH:16]([C:18]([O:20][CH2:21][CH3:22])=[O:19])[CH2:15]2)[CH2:5]1.O. Product: [NH2:3][CH:4]1[C:13]2[C:8](=[CH:9][CH:10]=[CH:11][CH:12]=2)[O:7][CH:6]([CH:14]2[CH2:15][CH:16]([C:18]([O:20][CH2:21][CH3:22])=[O:19])[CH2:17]2)[CH2:5]1. The catalyst class is: 171. (4) Reactant: [CH3:1][O:2][C:3]1[CH:12]=[C:11]2[C:6]([N:7]=[CH:8][C:9](=[O:30])[N:10]2[CH:13]([CH3:29])[CH2:14][N:15]2[CH2:20][CH2:19][CH:18]([NH:21]C(=O)OC(C)(C)C)[CH2:17][CH2:16]2)=[CH:5][CH:4]=1.FC(F)(F)C(O)=O. Product: [NH2:21][CH:18]1[CH2:19][CH2:20][N:15]([CH2:14][CH:13]([N:10]2[C:11]3[C:6](=[CH:5][CH:4]=[C:3]([O:2][CH3:1])[CH:12]=3)[N:7]=[CH:8][C:9]2=[O:30])[CH3:29])[CH2:16][CH2:17]1. The catalyst class is: 4. (5) Reactant: [O:1]1[CH2:6][CH2:5][CH:4]([NH:7][CH2:8][CH2:9][NH:10][C:11](=[O:20])[O:12][CH2:13][C:14]2[CH:19]=[CH:18][CH:17]=[CH:16][CH:15]=2)[CH2:3][CH2:2]1.[C:21](O[C:21]([O:23][C:24]([CH3:27])([CH3:26])[CH3:25])=[O:22])([O:23][C:24]([CH3:27])([CH3:26])[CH3:25])=[O:22]. Product: [C:24]([O:23][C:21]([N:7]([CH:4]1[CH2:3][CH2:2][O:1][CH2:6][CH2:5]1)[CH2:8][CH2:9][NH:10][C:11](=[O:20])[O:12][CH2:13][C:14]1[CH:15]=[CH:16][CH:17]=[CH:18][CH:19]=1)=[O:22])([CH3:27])([CH3:26])[CH3:25]. The catalyst class is: 1. (6) Reactant: N.CC(C)([O-:5])C.[K+].[CH3:8][O:9][C:10]1[CH:15]=[CH:14][N:13]=[CH:12][C:11]=1[N+:16]([O-:18])=[O:17].C(OO)(C)(C)C. Product: [OH:5][C:14]1[CH:15]=[C:10]([O:9][CH3:8])[C:11]([N+:16]([O-:18])=[O:17])=[CH:12][N:13]=1. The catalyst class is: 1. (7) Reactant: [CH3:1][N:2]([CH3:10])[C:3]1[C:4]([NH2:9])=[CH:5][CH:6]=[CH:7][CH:8]=1.CN(C)[C:13]1[CH:18]=[CH:17][CH:16]=[CH:15][C:14]=1[N+]([O-])=O.[CH3:23][CH2:24][OH:25].CCO[C:29]([CH3:31])=[O:30]. Product: [CH3:1][N:2]([CH3:10])[C:3]1[CH:8]=[CH:7][CH:6]=[CH:5][C:4]=1[NH:9][C:24]([C:23]1[C:31]2[C:29](=[O:30])[C:14]3[C:13](=[CH:18][CH:17]=[CH:16][CH:15]=3)[C:7]=2[CH:8]=[CH:3][CH:4]=1)=[O:25]. The catalyst class is: 45. (8) Reactant: Cl[C:2]1[N:7]=[C:6]([N:8]2[CH2:13][CH2:12][CH:11]([N:14]3[CH2:18][CH2:17][CH2:16][CH2:15]3)[CH2:10][CH2:9]2)[N:5]=[C:4]2[N:19]([C:24]3[C:29]([F:30])=[CH:28][CH:27]=[CH:26][C:25]=3[F:31])[C:20](=[O:23])[NH:21][CH2:22][C:3]=12.O.C(=O)([O-])[O-].[K+].[K+].[F:39][C:40]1[CH:45]=[CH:44][C:43]([NH:46][C:47](=[O:64])[C:48]2[CH:53]=[CH:52][C:51]([CH3:54])=[C:50](B3OC(C)(C)C(C)(C)O3)[CH:49]=2)=[CH:42][CH:41]=1. Product: [F:30][C:29]1[CH:28]=[CH:27][CH:26]=[C:25]([F:31])[C:24]=1[N:19]1[C:4]2[N:5]=[C:6]([N:8]3[CH2:9][CH2:10][CH:11]([N:14]4[CH2:15][CH2:16][CH2:17][CH2:18]4)[CH2:12][CH2:13]3)[N:7]=[C:2]([C:50]3[CH:49]=[C:48]([CH:53]=[CH:52][C:51]=3[CH3:54])[C:47]([NH:46][C:43]3[CH:44]=[CH:45][C:40]([F:39])=[CH:41][CH:42]=3)=[O:64])[C:3]=2[CH2:22][NH:21][C:20]1=[O:23]. The catalyst class is: 77. (9) Reactant: [Br:1][C:2]1[CH:3]=[CH:4][C:5]([O:15][CH2:16][C:17]2[CH:22]=[CH:21][C:20]([F:23])=[CH:19][CH:18]=2)=[C:6]([C:8](=O)[CH2:9][CH2:10][C:11](=O)[CH3:12])[CH:7]=1.[NH2:24][C:25]1[CH:26]=[CH:27][C:28]([CH3:34])=[C:29]([CH:33]=1)[C:30]([OH:32])=[O:31].CC1C=CC(S(O)(=O)=O)=CC=1. Product: [Br:1][C:2]1[CH:3]=[CH:4][C:5]([O:15][CH2:16][C:17]2[CH:22]=[CH:21][C:20]([F:23])=[CH:19][CH:18]=2)=[C:6]([C:8]2[N:24]([C:25]3[CH:33]=[C:29]([C:28]([CH3:34])=[CH:27][CH:26]=3)[C:30]([OH:32])=[O:31])[C:11]([CH3:12])=[CH:10][CH:9]=2)[CH:7]=1. The catalyst class is: 296.